Dataset: Reaction yield outcomes from USPTO patents with 853,638 reactions. Task: Predict the reaction yield, written as a fraction of the theoretical maximum amount of product (1.0 means a 100% yield; for example, 0.34 means a 34% yield). (1) The catalyst is C1COCC1. The product is [Br:1][C:2]1[CH:7]=[CH:6][C:5]([CH2:8][CH2:9][NH:10][C:16](=[O:17])[O:18][C:19]([CH3:22])([CH3:21])[CH3:20])=[CH:4][C:3]=1[O:11][C:12]([F:14])([F:13])[F:15]. The yield is 0.400. The reactants are [Br:1][C:2]1[CH:7]=[CH:6][C:5]([CH2:8][CH2:9][NH2:10])=[CH:4][C:3]=1[O:11][C:12]([F:15])([F:14])[F:13].[C:16](O[C:16]([O:18][C:19]([CH3:22])([CH3:21])[CH3:20])=[O:17])([O:18][C:19]([CH3:22])([CH3:21])[CH3:20])=[O:17]. (2) The reactants are [F:1][C:2]1[CH:3]=[C:4]([S:12]([CH:15]2[CH2:24][CH2:23][C:18]3([O:22][CH2:21][CH2:20][O:19]3)[CH2:17][CH2:16]2)(=[O:14])=[O:13])[CH:5]=[C:6]([C:8]([F:11])([F:10])[F:9])[CH:7]=1.[Li]CCCC.C1C=CC(S(N(S(C2C=CC=CC=2)(=O)=O)[F:40])(=O)=O)=CC=1.CCOC(C)=O. The catalyst is C1COCC1. The product is [F:40][C:15]1([S:12]([C:4]2[CH:5]=[C:6]([C:8]([F:11])([F:9])[F:10])[CH:7]=[C:2]([F:1])[CH:3]=2)(=[O:14])=[O:13])[CH2:24][CH2:23][C:18]2([O:19][CH2:20][CH2:21][O:22]2)[CH2:17][CH2:16]1. The yield is 0.610. (3) The reactants are [Cl:1][C:2]1[CH:7]=[C:6]([O:8][C:9]2[C:18]3[C:13](=[CH:14][C:15]([OH:21])=[C:16]([O:19][CH3:20])[CH:17]=3)[N:12]=[CH:11][CH:10]=2)[CH:5]=[CH:4][C:3]=1[NH:22][C:23]([NH:25][CH2:26][CH2:27][CH3:28])=[O:24].C(=O)([O-])[O-].[K+].[K+].CC1C=CC(S(O[CH2:46][CH2:47][N:48]2[CH:52]=[CH:51][N:50]=[N:49]2)(=O)=O)=CC=1.O. The catalyst is CN(C)C=O. The product is [Cl:1][C:2]1[CH:7]=[C:6]([O:8][C:9]2[C:18]3[C:13](=[CH:14][C:15]([O:21][CH2:46][CH2:47][N:48]4[CH:52]=[CH:51][N:50]=[N:49]4)=[C:16]([O:19][CH3:20])[CH:17]=3)[N:12]=[CH:11][CH:10]=2)[CH:5]=[CH:4][C:3]=1[NH:22][C:23]([NH:25][CH2:26][CH2:27][CH3:28])=[O:24]. The yield is 0.920.